Dataset: Forward reaction prediction with 1.9M reactions from USPTO patents (1976-2016). Task: Predict the product of the given reaction. (1) Given the reactants [CH:1]1([CH2:6][CH:7]([N:11]2[C:16](=[O:17])[CH:15]=[C:14]([O:18][C:19]3[N:20]([CH3:28])[N:21]=[C:22]([C:24]([F:27])([F:26])[F:25])[CH:23]=3)[CH:13]=[N:12]2)[C:8](O)=[O:9])[CH2:5][CH2:4][CH2:3][CH2:2]1.[CH3:29][C:30]1([CH3:42])[O:34][C@H:33]([CH2:35][N:36]2[CH:40]=[CH:39][C:38]([NH2:41])=[N:37]2)[CH2:32][O:31]1, predict the reaction product. The product is: [CH:1]1([CH2:6][CH:7]([N:11]2[C:16](=[O:17])[CH:15]=[C:14]([O:18][C:19]3[N:20]([CH3:28])[N:21]=[C:22]([C:24]([F:26])([F:25])[F:27])[CH:23]=3)[CH:13]=[N:12]2)[C:8]([NH:41][C:38]2[CH:39]=[CH:40][N:36]([CH2:35][C@@H:33]3[CH2:32][O:31][C:30]([CH3:42])([CH3:29])[O:34]3)[N:37]=2)=[O:9])[CH2:2][CH2:3][CH2:4][CH2:5]1. (2) Given the reactants Cl.[CH3:2][O:3][C:4]([C:6]1[CH:7]=[C:8]2[C:12](=[CH:13][CH:14]=1)[CH2:11][NH:10][CH2:9]2)=[O:5].C(N(CC)CC)C.[CH3:22][C:23]([O:26][C:27](O[C:27]([O:26][C:23]([CH3:25])([CH3:24])[CH3:22])=[O:28])=[O:28])([CH3:25])[CH3:24], predict the reaction product. The product is: [CH3:2][O:3][C:4]([C:6]1[CH:7]=[C:8]2[C:12](=[CH:13][CH:14]=1)[CH2:11][N:10]([C:27]([O:26][C:23]([CH3:25])([CH3:24])[CH3:22])=[O:28])[CH2:9]2)=[O:5]. (3) Given the reactants [Br:1][C:2]1[CH:3]=[C:4]([C:8]([NH:12][C:13](=[O:16])[CH2:14]Cl)([CH3:11])[CH2:9][OH:10])[CH:5]=[CH:6][CH:7]=1.CC(C)([O-])C.[K+], predict the reaction product. The product is: [Br:1][C:2]1[CH:3]=[C:4]([C:8]2([CH3:11])[NH:12][C:13](=[O:16])[CH2:14][O:10][CH2:9]2)[CH:5]=[CH:6][CH:7]=1. (4) Given the reactants [CH2:1]([O:3][C:4]([C:6]1[C:7]2[CH2:14][CH2:13][CH2:12][C:11](=[O:15])[C:8]=2[S:9][CH:10]=1)=[O:5])[CH3:2].[CH3:16][Si](C)(C)[N-][Si](C)(C)C.[Li+].O1CCCC1.CI.[Cl-].[NH4+], predict the reaction product. The product is: [CH2:1]([O:3][C:4]([C:6]1[C:7]2[CH2:14][CH2:13][CH:12]([CH3:16])[C:11](=[O:15])[C:8]=2[S:9][CH:10]=1)=[O:5])[CH3:2]. (5) Given the reactants Cl.[N:2]([C@H:5]1[C@@H:10]([NH:11][C:12]([C:14]2[NH:15][C:16]([CH3:21])=[C:17]([Cl:20])[C:18]=2[Cl:19])=[O:13])[CH2:9][CH2:8][NH:7][CH2:6]1)=[N+:3]=[N-:4].CCN(C(C)C)C(C)C.Br[C:32]1[S:33][C:34]([C:37]([O:39][CH3:40])=[O:38])=[CH:35][N:36]=1, predict the reaction product. The product is: [N:2]([C@H:5]1[C@@H:10]([NH:11][C:12]([C:14]2[NH:15][C:16]([CH3:21])=[C:17]([Cl:20])[C:18]=2[Cl:19])=[O:13])[CH2:9][CH2:8][N:7]([C:32]2[S:33][C:34]([C:37]([O:39][CH3:40])=[O:38])=[CH:35][N:36]=2)[CH2:6]1)=[N+:3]=[N-:4]. (6) Given the reactants [OH:1][C:2]1[CH:3]=[CH:4][C:5]2[C:6]3[N:14]=[C:13]([C:15]4[CH:20]=[CH:19][CH:18]=[CH:17][CH:16]=4)[CH:12]=[C:11]([C:21]([NH2:23])=[O:22])[C:7]=3[NH:8][C:9]=2[CH:10]=1.[CH3:24][N:25]([CH3:29])[CH2:26][CH2:27]O, predict the reaction product. The product is: [CH3:24][N:25]([CH3:29])[CH2:26][CH2:27][O:1][C:2]1[CH:3]=[CH:4][C:5]2[C:6]3[N:14]=[C:13]([C:15]4[CH:20]=[CH:19][CH:18]=[CH:17][CH:16]=4)[CH:12]=[C:11]([C:21]([NH2:23])=[O:22])[C:7]=3[NH:8][C:9]=2[CH:10]=1.